This data is from Catalyst prediction with 721,799 reactions and 888 catalyst types from USPTO. The task is: Predict which catalyst facilitates the given reaction. (1) Reactant: [CH3:1][O:2][C:3](=[O:15])[C:4]1[CH:12]=[C:11]([O:13][CH3:14])[CH:10]=[C:6]([C:7]([NH2:9])=O)[CH:5]=1.N1C=CC=CC=1.FC(F)(F)C(OC(=O)C(F)(F)F)=O. Product: [CH3:1][O:2][C:3](=[O:15])[C:4]1[CH:12]=[C:11]([O:13][CH3:14])[CH:10]=[C:6]([C:7]#[N:9])[CH:5]=1. The catalyst class is: 4. (2) Reactant: C([Si](C)(C)[O:6][CH2:7][CH2:8][CH2:9][CH:10]1[O:14][B:13]([OH:15])[C:12]2[CH:16]=[C:17]([O:20][C:21]3[CH:26]=[CH:25][CH:24]=[CH:23][CH:22]=3)[CH:18]=[CH:19][C:11]1=2)(C)(C)C.O.C(O)(=O)C. Product: [OH:6][CH2:7][CH2:8][CH2:9][CH:10]1[O:14][B:13]([OH:15])[C:12]2[CH:16]=[C:17]([O:20][C:21]3[CH:26]=[CH:25][CH:24]=[CH:23][CH:22]=3)[CH:18]=[CH:19][C:11]1=2. The catalyst class is: 1. (3) Reactant: [OH-].[K+].C([O:6][C:7]1[CH:12]=[C:11](/[CH:13]=[CH:14]/[C:15]2[CH:20]=[CH:19][C:18]([O:21]C(=O)C)=[CH:17][CH:16]=2)[CH:10]=[C:9]([O:25]C(=O)C)[CH:8]=1)(=O)C. Product: [OH:21][C:18]1[CH:17]=[CH:16][C:15](/[CH:14]=[CH:13]/[C:11]2[CH:10]=[C:9]([OH:25])[CH:8]=[C:7]([OH:6])[CH:12]=2)=[CH:20][CH:19]=1. The catalyst class is: 5. (4) Reactant: [OH-].[K+].[C:3]([C:6]1[CH:7]=[CH:8][C:9]2[N:10]([N:12]=[C:13]([C:26]3[CH:31]=[CH:30][CH:29]=[CH:28][CH:27]=3)[C:14]=2[CH2:15][C:16]2[N:21]=[C:20]([C:22]([O:24]C)=[O:23])[CH:19]=[CH:18][CH:17]=2)[CH:11]=1)(=[O:5])[CH3:4].Cl. Product: [C:3]([C:6]1[CH:7]=[CH:8][C:9]2[N:10]([N:12]=[C:13]([C:26]3[CH:31]=[CH:30][CH:29]=[CH:28][CH:27]=3)[C:14]=2[CH2:15][C:16]2[N:21]=[C:20]([C:22]([OH:24])=[O:23])[CH:19]=[CH:18][CH:17]=2)[CH:11]=1)(=[O:5])[CH3:4]. The catalyst class is: 5. (5) Product: [CH2:16]([Si:15]([O:14][Si:15]([CH2:2][CH3:8])([CH2:18][CH3:19])[CH2:16][CH3:17])([CH2:20][CH3:21])[CH2:18][CH3:19])[CH3:17]. Reactant: N1C(C)=CC=C[C:2]=1[CH3:8].FC(F)(F)S([O:14][Si:15]([CH2:20][CH3:21])([CH2:18][CH3:19])[CH2:16][CH3:17])(=O)=O. The catalyst class is: 4. (6) Reactant: [CH2:1]([O:3][C:4]1[CH2:5][C:6]2[C:11]([CH2:12][CH:13]=1)=[CH:10][CH:9]=[CH:8][C:7]=2[N:14]=[C:15]=S)[CH3:2].[N:17]([CH2:20][C:21]([C:23]1[CH:28]=[CH:27][C:26]([C:29]([F:32])([F:31])[F:30])=[CH:25][CH:24]=1)=[O:22])=[N+]=[N-].C1(P(C2C=CC=CC=2)C2C=CC=CC=2)C=CC=CC=1. Product: [CH2:1]([O:3][C:4]1[CH2:5][C:6]2[C:7]([NH:14][C:15]3[O:22][C:21]([C:23]4[CH:28]=[CH:27][C:26]([C:29]([F:30])([F:31])[F:32])=[CH:25][CH:24]=4)=[CH:20][N:17]=3)=[CH:8][CH:9]=[CH:10][C:11]=2[CH2:12][CH:13]=1)[CH3:2]. The catalyst class is: 12. (7) Reactant: [Cl:1][C:2]1[CH:11]=[C:10]([F:12])[CH:9]=[CH:8][C:3]=1[NH:4][C:5](=[O:7])[CH3:6].[N+:13]([O-])([OH:15])=[O:14].O. Product: [Cl:1][C:2]1[CH:11]=[C:10]([F:12])[C:9]([N+:13]([O-:15])=[O:14])=[CH:8][C:3]=1[NH:4][C:5](=[O:7])[CH3:6]. The catalyst class is: 65.